Dataset: Forward reaction prediction with 1.9M reactions from USPTO patents (1976-2016). Task: Predict the product of the given reaction. (1) Given the reactants [NH2:1][C:2]1[N:7]=[C:6](Cl)[CH:5]=[C:4]([Cl:9])[N:3]=1.CCN(C(C)C)C(C)C.[CH3:19][N:20]1[CH2:26][CH2:25][CH2:24][NH:23][CH2:22][CH2:21]1, predict the reaction product. The product is: [NH2:1][C:2]1[N:3]=[C:4]([Cl:9])[CH:5]=[C:6]([N:23]2[CH2:24][CH2:25][CH2:26][N:20]([CH3:19])[CH2:21][CH2:22]2)[N:7]=1. (2) Given the reactants [C:1]([O:5][C:6]([NH:8][C:9]1[CH:14]=[CH:13][CH:12]=[CH:11][C:10]=1[NH:15][C:16](=[O:24])[C:17]1[CH:22]=[CH:21][C:20](Cl)=[N:19][CH:18]=1)=[O:7])([CH3:4])([CH3:3])[CH3:2].[O:25]1[CH:29]=[CH:28][C:27](B(O)O)=[CH:26]1.C(=O)([O-])O.[Na+], predict the reaction product. The product is: [C:1]([O:5][C:6]([NH:8][C:9]1[CH:14]=[CH:13][CH:12]=[CH:11][C:10]=1[NH:15][C:16](=[O:24])[C:17]1[CH:22]=[CH:21][C:20]([C:27]2[CH:28]=[CH:29][O:25][CH:26]=2)=[N:19][CH:18]=1)=[O:7])([CH3:4])([CH3:3])[CH3:2]. (3) Given the reactants [OH:1][CH2:2][C:3]1[CH:21]=[CH:20][C:6]([C:7]([NH:9][C:10]2[CH:15]=[CH:14][CH:13]=[C:12]([C:16]([F:19])([F:18])[F:17])[CH:11]=2)=[O:8])=[CH:5][C:4]=1[C:22]1[CH:27]=[CH:26][N:25]=[C:24]([N:28]2[CH2:33][CH2:32][O:31][CH2:30][CH2:29]2)[CH:23]=1, predict the reaction product. The product is: [CH:2]([C:3]1[CH:21]=[CH:20][C:6]([C:7]([NH:9][C:10]2[CH:15]=[CH:14][CH:13]=[C:12]([C:16]([F:19])([F:17])[F:18])[CH:11]=2)=[O:8])=[CH:5][C:4]=1[C:22]1[CH:27]=[CH:26][N:25]=[C:24]([N:28]2[CH2:33][CH2:32][O:31][CH2:30][CH2:29]2)[CH:23]=1)=[O:1].